This data is from Reaction yield outcomes from USPTO patents with 853,638 reactions. The task is: Predict the reaction yield, written as a fraction of the theoretical maximum amount of product (1.0 means a 100% yield; for example, 0.34 means a 34% yield). (1) The reactants are [CH:1]([C:9]1[C:17]2[C:12](=[CH:13][C:14]([NH:18][C:19]3[CH:24]=[CH:23][CH:22]=[C:21]([NH2:25])[CH:20]=3)=[CH:15][CH:16]=2)[N:11]([CH2:26][O:27][CH2:28][CH2:29][Si:30]([CH3:33])([CH3:32])[CH3:31])[N:10]=1)=[CH:2][C:3]1[CH:8]=[CH:7][CH:6]=[CH:5][CH:4]=1.N1C=CC=CC=1.[C:40](Cl)(=[O:47])[C:41]1[CH:46]=[CH:45][CH:44]=[CH:43][CH:42]=1. The catalyst is C(Cl)Cl. The product is [CH:1]([C:9]1[C:17]2[C:12](=[CH:13][C:14]([NH:18][C:19]3[CH:20]=[C:21]([NH:25][C:40](=[O:47])[C:41]4[CH:46]=[CH:45][CH:44]=[CH:43][CH:42]=4)[CH:22]=[CH:23][CH:24]=3)=[CH:15][CH:16]=2)[N:11]([CH2:26][O:27][CH2:28][CH2:29][Si:30]([CH3:31])([CH3:33])[CH3:32])[N:10]=1)=[CH:2][C:3]1[CH:4]=[CH:5][CH:6]=[CH:7][CH:8]=1. The yield is 0.960. (2) The reactants are [CH:1]1([N:4]2[C:8]([C:9]([F:12])([F:11])[F:10])=[C:7](CC#N)[CH:6]=[N:5]2)[CH2:3][CH2:2]1.[OH-:16].[Na+].[CH3:18][CH2:19][OH:20]. No catalyst specified. The product is [CH:1]1([N:4]2[C:8]([C:9]([F:12])([F:11])[F:10])=[C:7]([CH2:18][C:19]([OH:16])=[O:20])[CH:6]=[N:5]2)[CH2:3][CH2:2]1. The yield is 0.850. (3) The yield is 0.510. The reactants are Cl.[NH:2]([C:4]([C:6]1[C:15]2[C:10](=[CH:11][CH:12]=[N:13][CH:14]=2)[N:9]=[C:8]([C:16]2[CH:21]=[CH:20][C:19]([C:22]#[C:23][C:24]3[CH:29]=[CH:28][N:27]([CH2:30][C:31]([OH:33])=O)[C:26](=[O:34])[CH:25]=3)=[CH:18][CH:17]=2)[CH:7]=1)=[O:5])[NH2:3].C[CH2:36][N:37]=C=NCCCN(C)C.Cl.C1C=CC2N(O)N=NC=2C=1.C(N(CC)CC)C.Cl.CN. The product is [NH:2]([C:4]([C:6]1[C:15]2[C:10](=[CH:11][CH:12]=[N:13][CH:14]=2)[N:9]=[C:8]([C:16]2[CH:17]=[CH:18][C:19]([C:22]#[C:23][C:24]3[CH:29]=[CH:28][N:27]([CH2:30][C:31]([NH:37][CH3:36])=[O:33])[C:26](=[O:34])[CH:25]=3)=[CH:20][CH:21]=2)[CH:7]=1)=[O:5])[NH2:3]. The catalyst is CN(C=O)C. (4) The reactants are Cl.Cl.[Cl:3][C:4]1[CH:9]=[CH:8][C:7]([C@@H:10]2[CH2:15][NH:14][CH2:13][CH2:12][NH:11]2)=[CH:6][CH:5]=1.C(N(CC)CC)C.Cl[C:24]1[N:29]([CH3:30])[C:28](=[O:31])[CH:27]=[C:26]([C:32]2[CH:37]=[CH:36][N:35]=[CH:34][CH:33]=2)[N:25]=1.ClC1C=CNC(=O)N=1. The catalyst is O1CCCC1. The product is [Cl:3][C:4]1[CH:5]=[CH:6][C:7]([C@@H:10]2[CH2:15][N:14]([C:24]3[N:29]([CH3:30])[C:28](=[O:31])[CH:27]=[C:26]([C:32]4[CH:33]=[CH:34][N:35]=[CH:36][CH:37]=4)[N:25]=3)[CH2:13][CH2:12][NH:11]2)=[CH:8][CH:9]=1. The yield is 0.774. (5) The reactants are O[C:2]1([CH2:23][C:24]2[CH:29]=[CH:28][C:27]([CH:30]([CH3:32])[CH3:31])=[CH:26][CH:25]=2)[C:6]2[CH:7]=[C:8]([NH:13][C:14](=[O:20])[CH2:15][C:16]([CH3:19])([CH3:18])[CH3:17])[C:9]([CH3:12])=[C:10]([CH3:11])[C:5]=2[O:4][C:3]1([CH3:22])[CH3:21]. The catalyst is C(OCC)(=O)C.CCCCCC. The product is [CH:30]([C:27]1[CH:26]=[CH:25][C:24]([CH2:23][CH:2]2[C:6]3[CH:7]=[C:8]([NH:13][C:14](=[O:20])[CH2:15][C:16]([CH3:18])([CH3:17])[CH3:19])[C:9]([CH3:12])=[C:10]([CH3:11])[C:5]=3[O:4][C:3]2([CH3:22])[CH3:21])=[CH:29][CH:28]=1)([CH3:32])[CH3:31]. The yield is 0.630. (6) The reactants are Cl[C:2]1[C:7]([C:8]([O:10][CH2:11][CH3:12])=[O:9])=[CH:6][N:5]=[C:4]([Cl:13])[CH:3]=1.[NH2:14][C:15]1[CH:20]=[CH:19][CH:18]=[CH:17][CH:16]=1.Cl. The catalyst is CCO. The product is [Cl:13][C:4]1[CH:3]=[C:2]([NH:14][C:15]2[CH:20]=[CH:19][CH:18]=[CH:17][CH:16]=2)[C:7]([C:8]([O:10][CH2:11][CH3:12])=[O:9])=[CH:6][N:5]=1. The yield is 0.500.